From a dataset of Catalyst prediction with 721,799 reactions and 888 catalyst types from USPTO. Predict which catalyst facilitates the given reaction. (1) Reactant: Br[CH2:2][CH2:3][CH2:4][CH2:5][CH2:6][C:7]([NH:9][C@@H:10]1[CH2:15][CH2:14][CH2:13][CH2:12][C@@H:11]1[C:16]([N:18]1[C@@H:30]2[C@@H:21]([C@H:22]([C:31]3[CH:36]=[CH:35][CH:34]=[CH:33][CH:32]=3)[NH:23][C:24]3[CH:25]=[CH:26][CH:27]=[CH:28][C:29]=32)[CH2:20][CH2:19]1)=[O:17])=[O:8].[NH:37]1[CH2:42][CH2:41][O:40][CH2:39][CH2:38]1.C(=O)([O-])[O-].[K+].[K+].O. Product: [N:37]1([CH2:2][CH2:3][CH2:4][CH2:5][CH2:6][C:7]([NH:9][C@@H:10]2[CH2:15][CH2:14][CH2:13][CH2:12][C@@H:11]2[C:16]([N:18]2[C@@H:30]3[C@@H:21]([C@H:22]([C:31]4[CH:36]=[CH:35][CH:34]=[CH:33][CH:32]=4)[NH:23][C:24]4[CH:25]=[CH:26][CH:27]=[CH:28][C:29]=43)[CH2:20][CH2:19]2)=[O:17])=[O:8])[CH2:42][CH2:41][O:40][CH2:39][CH2:38]1. The catalyst class is: 10. (2) Reactant: Br[CH2:2][C:3]1[C:8]([O:9][CH3:10])=[CH:7][CH:6]=[CH:5][C:4]=1[N:11]1[C:15](=[O:16])[N:14]([CH3:17])[N:13]=[N:12]1.[Cl:18][C:19]1[CH:24]=[CH:23][CH:22]=[CH:21][C:20]=1[C:25]1[CH:29]=[C:28]([OH:30])[N:27]([CH3:31])[N:26]=1.C(=O)([O-])[O-].[K+].[K+]. Product: [Cl:18][C:19]1[CH:24]=[CH:23][CH:22]=[CH:21][C:20]=1[C:25]1[CH:29]=[C:28]([O:30][CH2:2][C:3]2[C:8]([O:9][CH3:10])=[CH:7][CH:6]=[CH:5][C:4]=2[N:11]2[C:15](=[O:16])[N:14]([CH3:17])[N:13]=[N:12]2)[N:27]([CH3:31])[N:26]=1. The catalyst class is: 10. (3) Reactant: [F:1][C@H:2]1[C@@H:7]([NH:8][C:9]2[CH:16]=[CH:15][C:14]([C:17]3[N:22]=[C:21]([NH:23][C:24]4[CH:29]=[CH:28][C:27]([N:30]5[CH2:35][CH2:34][N:33]([CH:36]6[CH2:39][O:38][CH2:37]6)[CH2:32][CH2:31]5)=[CH:26][CH:25]=4)[N:20]=[CH:19][N:18]=3)=[CH:13][C:10]=2[C:11]#[N:12])[CH2:6][CH2:5][NH:4][CH2:3]1.[OH:40][C@@H:41]([CH3:45])[C:42](O)=[O:43].CN(C(ON1N=NC2C=CC=NC1=2)=[N+](C)C)C.F[P-](F)(F)(F)(F)F.O. Product: [F:1][C@H:2]1[C@@H:7]([NH:8][C:9]2[CH:16]=[CH:15][C:14]([C:17]3[N:22]=[C:21]([NH:23][C:24]4[CH:29]=[CH:28][C:27]([N:30]5[CH2:31][CH2:32][N:33]([CH:36]6[CH2:39][O:38][CH2:37]6)[CH2:34][CH2:35]5)=[CH:26][CH:25]=4)[N:20]=[CH:19][N:18]=3)=[CH:13][C:10]=2[C:11]#[N:12])[CH2:6][CH2:5][N:4]([C:42](=[O:43])[C@@H:41]([OH:40])[CH3:45])[CH2:3]1. The catalyst class is: 3. (4) The catalyst class is: 108. Product: [NH2:1][C:2]1[N:7]=[CH:6][N:5]=[C:4]2[N:8]([CH:12]3[CH2:17][CH2:16][CH2:15][N:14]([C:18]([O:20][C:21]([CH3:24])([CH3:23])[CH3:22])=[O:19])[CH2:13]3)[N:9]=[C:10]([C:38]3[CH:37]=[CH:36][C:35]([NH:34][C:32]4[O:33][C:29]5[C:28]([CH3:51])=[CH:27][C:26]([CH3:25])=[CH:50][C:30]=5[N:31]=4)=[CH:40][CH:39]=3)[C:3]=12. Reactant: [NH2:1][C:2]1[N:7]=[CH:6][N:5]=[C:4]2[N:8]([CH:12]3[CH2:17][CH2:16][CH2:15][N:14]([C:18]([O:20][C:21]([CH3:24])([CH3:23])[CH3:22])=[O:19])[CH2:13]3)[N:9]=[C:10](I)[C:3]=12.[CH3:25][C:26]1[CH:27]=[C:28]([CH3:51])[C:29]2[O:33][C:32]([NH:34][C:35]3[CH:40]=[CH:39][C:38](B4OC(C)(C)C(C)(C)O4)=[CH:37][CH:36]=3)=[N:31][C:30]=2[CH:50]=1.C(=O)([O-])[O-].[Na+].[Na+]. (5) Reactant: C[O:2][C:3](=[O:28])[C:4]1[CH:9]=[C:8]([S:10][C:11]2[C:19]3[C:14](=[CH:15][C:16]([Cl:20])=[CH:17][CH:18]=3)[N:13]([C:21]3[CH:22]=[N:23][N:24]([CH3:26])[CH:25]=3)[C:12]=2[CH3:27])[CH:7]=[N:6][CH:5]=1.[Li+].[OH-]. Product: [Cl:20][C:16]1[CH:15]=[C:14]2[C:19]([C:11]([S:10][C:8]3[CH:7]=[N:6][CH:5]=[C:4]([CH:9]=3)[C:3]([OH:28])=[O:2])=[C:12]([CH3:27])[N:13]2[C:21]2[CH:22]=[N:23][N:24]([CH3:26])[CH:25]=2)=[CH:18][CH:17]=1. The catalyst class is: 36. (6) Reactant: [CH:1]1([CH2:6][CH:7]([C:16]2[CH:21]=[CH:20][C:19]([N+:22]([O-])=O)=[CH:18][CH:17]=2)[C:8]([NH:10][C:11]2[S:12][CH:13]=[CH:14][N:15]=2)=[O:9])[CH2:5][CH2:4][CH2:3][CH2:2]1. Product: [NH2:22][C:19]1[CH:18]=[CH:17][C:16]([CH:7]([CH2:6][CH:1]2[CH2:5][CH2:4][CH2:3][CH2:2]2)[C:8]([NH:10][C:11]2[S:12][CH:13]=[CH:14][N:15]=2)=[O:9])=[CH:21][CH:20]=1. The catalyst class is: 78. (7) Reactant: [OH:1][C:2]1[CH:3]=[N:4][C:5]([C:8]2[CH:9]=[C:10]([CH:25]=[CH:26][CH:27]=2)[CH2:11][N:12]2[C:17](=[O:18])[CH:16]=[CH:15][C:14]([C:19]3[CH:20]=[N:21][N:22]([CH3:24])[CH:23]=3)=[N:13]2)=[N:6][CH:7]=1.[O:28]1CCC[CH2:30][CH:29]1OCCO.C1(P(C2C=CC=CC=2)C2C=CC=CC=2)C=CC=CC=1.N(C(OC(C)C)=O)=NC(OC(C)C)=O. Product: [OH:28][CH2:29][CH2:30][O:1][C:2]1[CH:3]=[N:4][C:5]([C:8]2[CH:9]=[C:10]([CH:25]=[CH:26][CH:27]=2)[CH2:11][N:12]2[C:17](=[O:18])[CH:16]=[CH:15][C:14]([C:19]3[CH:20]=[N:21][N:22]([CH3:24])[CH:23]=3)=[N:13]2)=[N:6][CH:7]=1. The catalyst class is: 410. (8) Reactant: [CH3:1][C:2]1([CH3:14])[C:6]([CH3:8])([CH3:7])[O:5][B:4]([C:9]2[CH:10]=[N:11][NH:12][CH:13]=2)[O:3]1.Cl.Cl[CH2:17][CH2:18][N:19]1[CH2:24][CH2:23][O:22][CH2:21][CH2:20]1.C(=O)([O-])[O-].[Cs+].[Cs+]. Product: [CH3:1][C:2]1([CH3:14])[C:6]([CH3:7])([CH3:8])[O:5][B:4]([C:9]2[CH:13]=[N:12][N:11]([CH2:17][CH2:18][N:19]3[CH2:24][CH2:23][O:22][CH2:21][CH2:20]3)[CH:10]=2)[O:3]1. The catalyst class is: 115.